Predict hERG channel inhibition at various concentrations. From a dataset of hERG Central: cardiac toxicity at 1µM, 10µM, and general inhibition. The compound is O=C(CCN1CCN(C(c2ccccc2)c2ccccc2)CC1)N/N=C/c1ccc(O)cc1O. Results: hERG_inhib (hERG inhibition (general)): blocker.